From a dataset of Full USPTO retrosynthesis dataset with 1.9M reactions from patents (1976-2016). Predict the reactants needed to synthesize the given product. (1) The reactants are: C([O:3][C:4](=[O:24])[CH2:5][CH2:6][C:7]1[CH:12]=[CH:11][C:10]([O:13][CH2:14][CH:15]([CH3:22])[CH2:16][O:17]S(C)(=O)=O)=[CH:9][C:8]=1[CH3:23])C.[Cl:25][C:26]1[CH:31]=[CH:30][C:29](O)=[C:28]([O:33][C:34]2[CH:39]=[CH:38][CH:37]=[CH:36][CH:35]=2)[CH:27]=1. Given the product [Cl:25][C:26]1[CH:31]=[CH:30][C:29]([O:17][CH2:16][CH:15]([CH3:22])[CH2:14][O:13][C:10]2[CH:11]=[CH:12][C:7]([CH2:6][CH2:5][C:4]([OH:3])=[O:24])=[C:8]([CH3:23])[CH:9]=2)=[C:28]([O:33][C:34]2[CH:35]=[CH:36][CH:37]=[CH:38][CH:39]=2)[CH:27]=1, predict the reactants needed to synthesize it. (2) Given the product [CH2:11]([O:18][CH:19]1[CH2:24][CH2:23][N:22]([C:2]2[N:3]=[CH:4][C:5]([NH2:8])=[CH:6][CH:7]=2)[CH2:21][CH2:20]1)[C:12]1[CH:13]=[CH:14][CH:15]=[CH:16][CH:17]=1, predict the reactants needed to synthesize it. The reactants are: Cl[C:2]1[CH:7]=[CH:6][C:5]([N+:8]([O-])=O)=[CH:4][N:3]=1.[CH2:11]([O:18][CH:19]1[CH2:24][CH2:23][NH:22][CH2:21][CH2:20]1)[C:12]1[CH:17]=[CH:16][CH:15]=[CH:14][CH:13]=1. (3) Given the product [CH3:12][C:13]1[CH:22]=[C:21]([CH2:23][O:24][C:25]2[CH:30]=[CH:29][C:28]([S:31]([NH:1][C@@H:2]3[CH2:7][CH2:6][CH2:5][CH2:4][C@H:3]3[C:8]([OH:10])=[O:9])(=[O:33])=[O:32])=[CH:27][CH:26]=2)[C:20]2[C:15](=[CH:16][CH:17]=[CH:18][CH:19]=2)[N:14]=1, predict the reactants needed to synthesize it. The reactants are: [NH2:1][C@@H:2]1[CH2:7][CH2:6][CH2:5][CH2:4][C@H:3]1[C:8]([OH:10])=[O:9].Cl.[CH3:12][C:13]1[CH:22]=[C:21]([CH2:23][O:24][C:25]2[CH:30]=[CH:29][C:28]([S:31](Cl)(=[O:33])=[O:32])=[CH:27][CH:26]=2)[C:20]2[C:15](=[CH:16][CH:17]=[CH:18][CH:19]=2)[N:14]=1.